From a dataset of Peptide-MHC class I binding affinity with 185,985 pairs from IEDB/IMGT. Regression. Given a peptide amino acid sequence and an MHC pseudo amino acid sequence, predict their binding affinity value. This is MHC class I binding data. (1) The peptide sequence is YYKRYISWCM. The MHC is Patr-A0701 with pseudo-sequence Patr-A0701. The binding affinity (normalized) is 0.428. (2) The peptide sequence is VWAPLILAYFPVF. The MHC is HLA-B35:03 with pseudo-sequence HLA-B35:03. The binding affinity (normalized) is 0. (3) The peptide sequence is FTWQHNYYL. The MHC is HLA-B51:01 with pseudo-sequence HLA-B51:01. The binding affinity (normalized) is 0.0847. (4) The binding affinity (normalized) is 0.101. The MHC is H-2-Kb with pseudo-sequence H-2-Kb. The peptide sequence is TSAFNKKTF. (5) The peptide sequence is VPRDRNGTF. The MHC is HLA-B40:01 with pseudo-sequence HLA-B40:01. The binding affinity (normalized) is 0.0847. (6) The peptide sequence is NTDEIPELI. The MHC is HLA-B15:01 with pseudo-sequence HLA-B15:01. The binding affinity (normalized) is 0.0847. (7) The peptide sequence is YYGRWVHEF. The MHC is HLA-C15:02 with pseudo-sequence HLA-C15:02. The binding affinity (normalized) is 0.0847. (8) The peptide sequence is YSTVRDLFL. The MHC is HLA-A02:12 with pseudo-sequence HLA-A02:12. The binding affinity (normalized) is 0.0847. (9) The peptide sequence is KYAAAVAGL. The MHC is H-2-Kd with pseudo-sequence H-2-Kd. The binding affinity (normalized) is 0.788.